Dataset: Reaction yield outcomes from USPTO patents with 853,638 reactions. Task: Predict the reaction yield, written as a fraction of the theoretical maximum amount of product (1.0 means a 100% yield; for example, 0.34 means a 34% yield). The reactants are [CH3:1][S:2][C:3]1[CH:8]=[CH:7][CH:6]=[CH:5][C:4]=1[OH:9].Br[C:11]([CH3:18])([CH3:17])[C:12]([O:14][CH2:15][CH3:16])=[O:13].C([O-])([O-])=O.[K+].[K+].O. The catalyst is C(Cl)(Cl)Cl. The product is [CH3:17][C:11]([O:9][C:4]1[CH:5]=[CH:6][CH:7]=[CH:8][C:3]=1[S:2][CH3:1])([CH3:18])[C:12]([O:14][CH2:15][CH3:16])=[O:13]. The yield is 0.630.